Dataset: Forward reaction prediction with 1.9M reactions from USPTO patents (1976-2016). Task: Predict the product of the given reaction. (1) Given the reactants [CH3:1][C:2]1[C:19]([CH3:20])=[CH:18][C:5]([O:6][CH2:7][C:8]2[CH:17]=[CH:16][C:11]([C:12]([O:14][CH3:15])=[O:13])=[CH:10][CH:9]=2)=[C:4]([NH:21][S:22]([C:25]2[CH:30]=[CH:29][CH:28]=[CH:27][N:26]=2)(=[O:24])=[O:23])[CH:3]=1.Br[CH2:32][C@@H:33]([CH3:53])[CH2:34][O:35][Si:36]([C:49]([CH3:52])([CH3:51])[CH3:50])([C:43]1[CH:48]=[CH:47][CH:46]=[CH:45][CH:44]=1)[C:37]1[CH:42]=[CH:41][CH:40]=[CH:39][CH:38]=1.C(=O)([O-])[O-].[Cs+].[Cs+].O, predict the reaction product. The product is: [Si:36]([O:35][CH2:34][C@H:33]([CH3:53])[CH2:32][N:21]([S:22]([C:25]1[CH:30]=[CH:29][CH:28]=[CH:27][N:26]=1)(=[O:23])=[O:24])[C:4]1[CH:3]=[C:2]([C:1]2[CH:18]=[CH:19][CH:2]=[CH:3][CH:4]=2)[C:19]([C:20]2[CH:16]=[CH:17][CH:8]=[CH:9][CH:10]=2)=[CH:18][C:5]=1[O:6][CH2:7][C:8]1[CH:9]=[CH:10][C:11]([C:12]([O:14][CH3:15])=[O:13])=[CH:16][CH:17]=1)([C:49]([CH3:52])([CH3:51])[CH3:50])([C:43]1[CH:48]=[CH:47][CH:46]=[CH:45][CH:44]=1)[C:37]1[CH:42]=[CH:41][CH:40]=[CH:39][CH:38]=1. (2) Given the reactants [CH3:1][N:2]([CH3:14])[C:3]([C:5]1[CH:9]=[N:8][N:7]([CH3:10])[C:6]=1[C:11]([OH:13])=[O:12])=[O:4].CN1C=C(C(N2C[CH2:27][O:26][CH2:25]C2)=O)C=N1, predict the reaction product. The product is: [CH3:10][N:7]1[C:6]([C:11]([OH:13])=[O:12])=[C:5]([C:3]([N:2]2[CH2:14][CH2:27][O:26][CH2:25][CH2:1]2)=[O:4])[CH:9]=[N:8]1. (3) Given the reactants [CH2:1]([C:3]1[CH:4]=[C:5]([CH:8]=[O:9])[S:6][CH:7]=1)[CH3:2].[BH4-].[Na+], predict the reaction product. The product is: [CH2:1]([C:3]1[CH:4]=[C:5]([CH2:8][OH:9])[S:6][CH:7]=1)[CH3:2].